This data is from Catalyst prediction with 721,799 reactions and 888 catalyst types from USPTO. The task is: Predict which catalyst facilitates the given reaction. (1) Reactant: [OH:1][C:2]1[CH:7]=[CH:6][CH:5]=[CH:4][C:3]=1[CH:8]([OH:13])[CH2:9][N+:10]([O-])=O. Product: [NH2:10][CH2:9][CH:8]([C:3]1[CH:4]=[CH:5][CH:6]=[CH:7][C:2]=1[OH:1])[OH:13]. The catalyst class is: 19. (2) Reactant: Cl[C:2]1[CH:7]=[CH:6][C:5]([C:8]([NH:10][C:11]2[S:12][C:13]([N:21]3[CH2:26][CH2:25][O:24][CH2:23][CH2:22]3)=[C:14]([C:16]3[O:17][CH:18]=[CH:19][CH:20]=3)[N:15]=2)=[O:9])=[CH:4][N:3]=1.[CH2:27]([CH2:29][NH2:30])[OH:28]. Product: [O:17]1[CH:18]=[CH:19][CH:20]=[C:16]1[C:14]1[N:15]=[C:11]([NH:10][C:8]([C:5]2[CH:6]=[CH:7][C:2]([NH:30][CH2:29][CH2:27][OH:28])=[N:3][CH:4]=2)=[O:9])[S:12][C:13]=1[N:21]1[CH2:26][CH2:25][O:24][CH2:23][CH2:22]1. The catalyst class is: 12. (3) Reactant: [NH2:1][C:2]1[N:7]=[C:6]([N:8]2[C@H:13]([CH3:14])[CH2:12][CH2:11][C@H:10]([C:15](O)=[O:16])[CH2:9]2)[CH:5]=[C:4]([C:18]2[CH:23]=[CH:22][C:21]([C:24]#[N:25])=[C:20]([F:26])[CH:19]=2)[N:3]=1.CN(C(ON1N=NC2C=CC=NC1=2)=[N+](C)C)C.F[P-](F)(F)(F)(F)F.CCN(C(C)C)C(C)C.[C:60]1([C@@H:66]([NH2:68])[CH3:67])[CH:65]=[CH:64][CH:63]=[CH:62][CH:61]=1. Product: [NH2:1][C:2]1[N:7]=[C:6]([N:8]2[C@H:13]([CH3:14])[CH2:12][CH2:11][C@H:10]([C:15]([NH:68][C@H:66]([C:60]3[CH:65]=[CH:64][CH:63]=[CH:62][CH:61]=3)[CH3:67])=[O:16])[CH2:9]2)[CH:5]=[C:4]([C:18]2[CH:23]=[CH:22][C:21]([C:24]#[N:25])=[C:20]([F:26])[CH:19]=2)[N:3]=1. The catalyst class is: 173. (4) Reactant: [O:1]=[C:2]1[CH:7]([N:8]2[C:16](=[O:17])[C:15]3[C:10](=[CH:11][CH:12]=[C:13]([C:18]#[N:19])[CH:14]=3)[C:9]2=[O:20])[CH2:6][CH2:5][C:4](=[O:21])[NH:3]1.[ClH:22].O. Product: [ClH:22].[NH2:19][CH2:18][C:13]1[CH:14]=[C:15]2[C:10](=[CH:11][CH:12]=1)[C:9](=[O:20])[N:8]([CH:7]1[CH2:6][CH2:5][C:4](=[O:21])[NH:3][C:2]1=[O:1])[C:16]2=[O:17]. The catalyst class is: 394. (5) The catalyst class is: 3. Product: [Cl:58][C:55]1[CH:56]=[CH:57][C:52]([CH2:51][NH:50][C:47]([C:43]2[NH:44][C:45]3[C:41]([CH:42]=2)=[CH:40][CH:39]=[C:38]([O:37][CH2:36][CH2:35][OH:34])[CH:46]=3)=[O:49])=[C:53]([F:69])[C:54]=1[O:59][C:60]1[CH:61]=[C:62]([C:63]#[N:64])[CH:65]=[C:66]([Cl:68])[CH:67]=1. Reactant: CN(C(ON1N=NC2C=CC=NC1=2)=[N+](C)C)C.F[P-](F)(F)(F)(F)F.CCN(C(C)C)C(C)C.[OH:34][CH2:35][CH2:36][O:37][C:38]1[CH:46]=[C:45]2[C:41]([CH:42]=[C:43]([C:47]([OH:49])=O)[NH:44]2)=[CH:40][CH:39]=1.[NH2:50][CH2:51][C:52]1[C:53]([F:69])=[C:54]([O:59][C:60]2[CH:61]=[C:62]([CH:65]=[C:66]([Cl:68])[CH:67]=2)[C:63]#[N:64])[C:55]([Cl:58])=[CH:56][CH:57]=1. (6) Reactant: [CH:1]1([NH:4][C@H:5]2[CH2:10][CH2:9][C@H:8]([CH2:11][C:12]([O:14][CH3:15])=[O:13])[CH2:7][CH2:6]2)[CH2:3][CH2:2]1.C(N(C(C)C)CC)(C)C.[CH3:25][O:26][C:27]1[CH:35]=[CH:34][C:30]([C:31](O)=[O:32])=[CH:29][CH:28]=1.O=C1N(P(Cl)(N2CCOC2=O)=O)CCO1. Product: [CH:1]1([N:4]([C@H:5]2[CH2:10][CH2:9][C@H:8]([CH2:11][C:12]([O:14][CH3:15])=[O:13])[CH2:7][CH2:6]2)[C:31](=[O:32])[C:30]2[CH:34]=[CH:35][C:27]([O:26][CH3:25])=[CH:28][CH:29]=2)[CH2:2][CH2:3]1. The catalyst class is: 2.